Predict which catalyst facilitates the given reaction. From a dataset of Catalyst prediction with 721,799 reactions and 888 catalyst types from USPTO. (1) Reactant: [ClH:1].C(N1CCC(S(C2C=CC(C3C=CC(CCCC(F)(F)F)=CC=3)=CC=2)(=O)=O)(C(NO)=O)CC1)(C)(C)C.O1CCCCC1[O:44][NH:45][C:46]([C:48]1([S:57]([C:60]2[CH:65]=[CH:64][C:63]([C:66]3[CH:71]=[CH:70][C:69]([CH2:72][CH2:73][C:74]([F:80])([F:79])[C:75]([F:78])([F:77])[F:76])=[CH:68][CH:67]=3)=[CH:62][CH:61]=2)(=[O:59])=[O:58])[CH2:53][CH2:52][N:51]([CH:54]2[CH2:56][CH2:55]2)[CH2:50][CH2:49]1)=[O:47].C(O)C.Cl. Product: [ClH:1].[CH:54]1([N:51]2[CH2:50][CH2:49][C:48]([S:57]([C:60]3[CH:61]=[CH:62][C:63]([C:66]4[CH:71]=[CH:70][C:69]([CH2:72][CH2:73][C:74]([F:80])([F:79])[C:75]([F:76])([F:77])[F:78])=[CH:68][CH:67]=4)=[CH:64][CH:65]=3)(=[O:59])=[O:58])([C:46]([NH:45][OH:44])=[O:47])[CH2:53][CH2:52]2)[CH2:55][CH2:56]1. The catalyst class is: 684. (2) Reactant: [CH3:1][C:2]1[N:3]=[C:4]([N:10]2[CH2:14][CH2:13][N:12]([CH2:15][C:16]3[CH:21]=[CH:20][C:19]([C:22]([F:25])([F:24])[F:23])=[CH:18][CH:17]=3)[C:11]2=[O:26])[S:5][C:6]=1[C:7]([NH2:9])=O.CO[C:29](OC)([N:31](C)C)[CH3:30].C(O)(=O)C.O.[NH2:41]N. Product: [CH3:1][C:2]1[N:3]=[C:4]([N:10]2[CH2:14][CH2:13][N:12]([CH2:15][C:16]3[CH:21]=[CH:20][C:19]([C:22]([F:25])([F:24])[F:23])=[CH:18][CH:17]=3)[C:11]2=[O:26])[S:5][C:6]=1[C:7]1[NH:31][C:29]([CH3:30])=[N:41][N:9]=1. The catalyst class is: 12. (3) Reactant: [CH3:1][C:2]1[C:7]([O:8][C:9]2[C:10]([NH:22][C:23]3[S:27][N:26]=[C:25]([CH:28]4[CH2:34][CH2:33][CH2:32][N:31]([C:35]([O:37]C(C)(C)C)=O)[CH2:30][CH2:29]4)[N:24]=3)=[N:11][CH:12]=[C:13]([S:15][C:16]3[CH:21]=[CH:20][CH:19]=[CH:18][N:17]=3)[CH:14]=2)=[CH:6][CH:5]=[CH:4][N:3]=1.[C:42](O)(C(F)(F)F)=O.C(N(CC)CC)C.C(OC(=O)C)(=O)C.[ClH:63]. Product: [ClH:63].[ClH:63].[CH3:1][C:2]1[C:7]([O:8][C:9]2[C:10]([NH:22][C:23]3[S:27][N:26]=[C:25]([CH:28]4[CH2:34][CH2:33][CH2:32][N:31]([C:35](=[O:37])[CH3:42])[CH2:30][CH2:29]4)[N:24]=3)=[N:11][CH:12]=[C:13]([S:15][C:16]3[CH:21]=[CH:20][CH:19]=[CH:18][N:17]=3)[CH:14]=2)=[CH:6][CH:5]=[CH:4][N:3]=1. The catalyst class is: 2. (4) Reactant: [CH2:1]([N:3]1[C:7]2=[N:8][CH:9]=[CH:10][N:11]=[C:6]2[C:5]([C:12]2[CH:17]=[CH:16][C:15]([OH:18])=[CH:14][CH:13]=2)=[N:4]1)[CH3:2].[CH3:19][N:20]1[C:24]2=[N:25][CH:26]=[CH:27][CH:28]=[C:23]2[N:22]=[C:21]1S(C)(=O)=O.O. Product: [CH2:1]([N:3]1[C:7]2=[N:8][CH:9]=[CH:10][N:11]=[C:6]2[C:5]([C:12]2[CH:17]=[CH:16][C:15]([O:18][C:21]3[N:20]([CH3:19])[C:24]4=[N:25][CH:26]=[CH:27][CH:28]=[C:23]4[N:22]=3)=[CH:14][CH:13]=2)=[N:4]1)[CH3:2]. The catalyst class is: 3. (5) Reactant: [OH:1][C:2]1[N:6]([CH:7]([CH3:9])[CH3:8])[N:5]=[C:4]([C:10]([O:12][CH3:13])=[O:11])[CH:3]=1.C(=O)([O-])[O-].[K+].[K+].Cl.Cl[CH2:22][C:23]1[CH:32]=[CH:31][C:30]2[C:25](=[CH:26][CH:27]=[CH:28][CH:29]=2)[N:24]=1.CN(C)C=O. Product: [CH:7]([N:6]1[C:2]([O:1][CH2:22][C:23]2[CH:32]=[CH:31][C:30]3[C:25](=[CH:26][CH:27]=[CH:28][CH:29]=3)[N:24]=2)=[CH:3][C:4]([C:10]([O:12][CH3:13])=[O:11])=[N:5]1)([CH3:8])[CH3:9]. The catalyst class is: 6.